From a dataset of Full USPTO retrosynthesis dataset with 1.9M reactions from patents (1976-2016). Predict the reactants needed to synthesize the given product. (1) Given the product [C:1]([N:4]1[C:13]2[C:8](=[CH:9][C:10]([C:30]3[CH:29]=[N:28][N:27]([CH2:26][CH2:25][O:24][CH3:23])[CH:31]=3)=[CH:11][CH:12]=2)[C@H:7]([NH:15][C:16](=[O:21])[O:17][CH:18]([CH3:20])[CH3:19])[CH2:6][C@@H:5]1[CH3:22])(=[O:3])[CH3:2], predict the reactants needed to synthesize it. The reactants are: [C:1]([N:4]1[C:13]2[C:8](=[CH:9][C:10](Br)=[CH:11][CH:12]=2)[C@H:7]([NH:15][C:16](=[O:21])[O:17][CH:18]([CH3:20])[CH3:19])[CH2:6][C@@H:5]1[CH3:22])(=[O:3])[CH3:2].[CH3:23][O:24][CH2:25][CH2:26][N:27]1[CH:31]=[C:30](B2OC(C)(C)C(C)(C)O2)[CH:29]=[N:28]1.C([O-])([O-])=O.[K+].[K+].C(=O)=O. (2) Given the product [CH2:16]([O:18][CH:19]([O:35][CH2:36][CH3:37])[CH2:20][O:15][C@H:10]([CH2:11][CH:12]=[CH:13][CH3:14])[CH2:9][O:8][CH2:1][C:2]1[CH:7]=[CH:6][CH:5]=[CH:4][CH:3]=1)[CH3:17], predict the reactants needed to synthesize it. The reactants are: [CH2:1]([O:8][CH2:9][C@H:10]([OH:15])[CH2:11][CH:12]=[CH:13][CH3:14])[C:2]1[CH:7]=[CH:6][CH:5]=[CH:4][CH:3]=1.[CH2:16]([O:18][CH:19]([O:35][CH2:36][CH3:37])[CH2:20]O[C@H](CC=C)COCC1C=CC=CC=1)[CH3:17]. (3) Given the product [NH:1]1[C:9]2[C:4](=[CH:5][C:6]([NH:10][C:11]34[CH2:16][CH2:15][CH:14]([CH2:17][CH2:18]3)[N:13]([CH2:24][C:23]3[CH:26]=[CH:27][CH:28]=[C:21]([O:20][CH3:19])[CH:22]=3)[CH2:12]4)=[CH:7][CH:8]=2)[CH:3]=[N:2]1, predict the reactants needed to synthesize it. The reactants are: [NH:1]1[C:9]2[C:4](=[CH:5][C:6]([NH:10][C:11]34[CH2:18][CH2:17][CH:14]([CH2:15][CH2:16]3)[NH:13][CH2:12]4)=[CH:7][CH:8]=2)[CH:3]=[N:2]1.[CH3:19][O:20][C:21]1[CH:22]=[C:23]([CH:26]=[CH:27][CH:28]=1)[CH:24]=O. (4) Given the product [Cl:12][C:9]1[C:10]2[C:5](=[CH:4][CH:3]=[C:2]([I:18])[CH:11]=2)[CH:6]=[CH:7][N:8]=1, predict the reactants needed to synthesize it. The reactants are: Br[C:2]1[CH:11]=[C:10]2[C:5]([CH:6]=[CH:7][N:8]=[C:9]2[Cl:12])=[CH:4][CH:3]=1.[Li]CCCC.[I:18]I. (5) The reactants are: [Br:1][C:2]1[C:3]([OH:13])=[C:4]([CH:7]=[C:8]([N+:10]([O-:12])=[O:11])[CH:9]=1)[CH:5]=[O:6].I[CH3:15]. Given the product [Br:1][C:2]1[C:3]([O:13][CH3:15])=[C:4]([CH:7]=[C:8]([N+:10]([O-:12])=[O:11])[CH:9]=1)[CH:5]=[O:6], predict the reactants needed to synthesize it. (6) The reactants are: [CH3:1][CH:2]([N:4]1[CH2:9][CH2:8][CH:7]([C:10]([O:12]CC)=[O:11])[CH2:6][CH2:5]1)[CH3:3].O.O.O.O.O.O.O.O.[OH-].[Ba+2].[OH-].C(O)C.C(=O)([O-])[O-].[NH4+].[NH4+]. Given the product [CH3:3][CH:2]([N:4]1[CH2:5][CH2:6][CH:7]([C:10]([OH:12])=[O:11])[CH2:8][CH2:9]1)[CH3:1], predict the reactants needed to synthesize it. (7) Given the product [CH3:16][C:13]1([CH3:15])[C:12]([CH3:17])([CH3:18])[O:11][B:10]([C:38]2[CH:43]=[CH:42][C:41]([C:44](=[O:46])[CH3:45])=[CH:40][CH:39]=2)[O:14]1, predict the reactants needed to synthesize it. The reactants are: [B:10]1([B:10]2[O:14][C:13]([CH3:16])([CH3:15])[C:12]([CH3:18])([CH3:17])[O:11]2)[O:14][C:13]([CH3:16])([CH3:15])[C:12]([CH3:18])([CH3:17])[O:11]1.C(OOC(=O)C1C=CC=CC=1)(=O)C1C=CC=CC=1.N[C:38]1[CH:43]=[CH:42][C:41]([C:44](=[O:46])[CH3:45])=[CH:40][CH:39]=1.N(OC(C)(C)C)=O. (8) Given the product [CH3:1][N:2]([CH3:32])[C:3]([C:5]1[N:26]([CH:27]2[CH2:31][CH2:30][CH2:29][CH2:28]2)[C:8]2[N:9]=[C:10]([NH:13][C:14]3[CH:19]=[CH:18][C:17]([N:20]4[CH2:21][CH2:22][N:23]([CH2:34][CH:35]([CH3:37])[CH3:36])[CH2:24][CH2:25]4)=[CH:16][N:15]=3)[N:11]=[CH:12][C:7]=2[CH:6]=1)=[O:4], predict the reactants needed to synthesize it. The reactants are: [CH3:1][N:2]([CH3:32])[C:3]([C:5]1[N:26]([CH:27]2[CH2:31][CH2:30][CH2:29][CH2:28]2)[C:8]2[N:9]=[C:10]([NH:13][C:14]3[CH:19]=[CH:18][C:17]([N:20]4[CH2:25][CH2:24][NH:23][CH2:22][CH2:21]4)=[CH:16][N:15]=3)[N:11]=[CH:12][C:7]=2[CH:6]=1)=[O:4].Br[CH2:34][CH:35]([CH3:37])[CH3:36].